From a dataset of Full USPTO retrosynthesis dataset with 1.9M reactions from patents (1976-2016). Predict the reactants needed to synthesize the given product. (1) The reactants are: [C:1]1([C:7]2[CH:12]=[CH:11][C:10]([O:13][C:14](=[O:33])[N:15]([CH3:32])[C@@H:16]3[C:19](=[O:20])[N:18](C([Si](C)(C)C)[Si](C)(C)C)[C:17]3([CH3:31])[CH3:30])=[CH:9][CH:8]=2)[CH:6]=[CH:5][CH:4]=[CH:3][CH:2]=1.O=[N+]([O-])[O-].[O-][N+](=O)[O-].[O-][N+](=O)[O-].[O-][N+](=O)[O-].[O-][N+](=O)[O-].[O-][N+](=O)[O-].[Ce+4].[NH4+].[NH4+].CC(C)=O.C([O-])(O)=O.[Na+]. Given the product [C:1]1([C:7]2[CH:12]=[CH:11][C:10]([O:13][C:14](=[O:33])[N:15]([CH3:32])[C@@H:16]3[C:19](=[O:20])[NH:18][C:17]3([CH3:30])[CH3:31])=[CH:9][CH:8]=2)[CH:2]=[CH:3][CH:4]=[CH:5][CH:6]=1, predict the reactants needed to synthesize it. (2) Given the product [CH3:8][N:4]1[CH2:5][CH2:6][CH2:7][C:2]([CH2:9][C:10]([O:12][CH3:13])=[O:11])([NH:1][C:27]([C:25]2[O:26][C:22]([CH2:14][CH2:15][C:16]3[CH:21]=[CH:20][CH:19]=[CH:18][CH:17]=3)=[CH:23][CH:24]=2)=[O:28])[CH2:3]1, predict the reactants needed to synthesize it. The reactants are: [NH2:1][C:2]1([CH2:9][C:10]([O:12][CH3:13])=[O:11])[CH2:7][CH2:6][CH2:5][N:4]([CH3:8])[CH2:3]1.[CH2:14]([C:22]1[O:26][C:25]([C:27](ON2C(=O)CCC2=O)=[O:28])=[CH:24][CH:23]=1)[CH2:15][C:16]1[CH:21]=[CH:20][CH:19]=[CH:18][CH:17]=1.C(N(CC)CC)C.C(OCC)C. (3) Given the product [CH2:10]([O:13][C:14]([NH:1][C@H:2]([C:7]([OH:9])=[O:8])[C@H:3]([CH2:5][CH3:6])[CH3:4])=[O:15])[CH:11]=[CH2:12], predict the reactants needed to synthesize it. The reactants are: [NH2:1][C@H:2]([C:7]([OH:9])=[O:8])[C@H:3]([CH2:5][CH3:6])[CH3:4].[CH2:10]([O:13][C:14](OC1CC(=O)NC1=O)=[O:15])[CH:11]=[CH2:12].C([O-])([O-])=O.[K+].[K+]. (4) Given the product [ClH:22].[CH3:1][N:2]1[C:7]([CH3:8])=[CH:6][C:5](=[O:9])[C:4]([OH:10])=[C:3]1[CH:18]([O:19][CH2:20][CH3:21])[CH3:23], predict the reactants needed to synthesize it. The reactants are: [CH3:1][N:2]1[C:7]([CH3:8])=[CH:6][C:5](=[O:9])[C:4]([O:10]CC2C=CC=CC=2)=[C:3]1[CH2:18][O:19][CH2:20][CH3:21].[ClH:22].[CH2:23](O)C. (5) Given the product [CH3:57][C@@H:56]1[N:52]([C:50]([O:49][C:45]([CH3:46])([CH3:48])[CH3:47])=[O:51])[C@H:53]([C:58]([O:60][CH:36]2[CH2:35][CH2:34][C:31]3=[CH:32][C:33]4[C:24]5[CH:23]=[CH:22][C:21]([C:19](=[O:20])[CH2:18][O:17][C:15]([C@@H:10]6[CH2:11][CH2:12][C@H:13]([CH3:14])[N:9]6[C:7](=[O:8])[C@@H:6]([NH:5][C:3]([O:2][CH3:1])=[O:4])[C@@H:41]([CH3:44])[CH2:42][CH3:43])=[O:16])=[CH:40][C:25]=5[CH2:26][O:27][C:28]=4[CH:29]=[C:30]3[C:37]2=[O:38])=[O:59])[CH2:54][CH2:55]1, predict the reactants needed to synthesize it. The reactants are: [CH3:1][O:2][C:3]([NH:5][C@@H:6]([C@@H:41]([CH3:44])[CH2:42][CH3:43])[C:7]([N:9]1[C@@H:13]([CH3:14])[CH2:12][CH2:11][C@H:10]1[C:15]([O:17][CH2:18][C:19]([C:21]1[CH:22]=[CH:23][C:24]2[C:33]3[CH:32]=[C:31]4[CH2:34][CH2:35][CH:36](Br)[C:37](=[O:38])[C:30]4=[CH:29][C:28]=3[O:27][CH2:26][C:25]=2[CH:40]=1)=[O:20])=[O:16])=[O:8])=[O:4].[C:45]([O:49][C:50]([N:52]1[C@@H:56]([CH3:57])[CH2:55][CH2:54][C@H:53]1[C:58]([OH:60])=[O:59])=[O:51])([CH3:48])([CH3:47])[CH3:46]. (6) Given the product [F:34][C:2]([F:33])([F:1])[C:3]1[CH:4]=[C:5]([CH:26]=[C:27]([C:29]([F:32])([F:31])[F:30])[CH:28]=1)[C:6]([N:8]1[CH2:25][CH2:24][C:11]2([O:16][C:15](=[O:17])[N:14]([CH2:43][C:44]([N:46]([CH3:48])[CH3:47])=[O:45])[CH2:13][CH:12]2[C:18]2[CH:23]=[CH:22][CH:21]=[CH:20][CH:19]=2)[CH2:10][CH2:9]1)=[O:7], predict the reactants needed to synthesize it. The reactants are: [F:1][C:2]([F:34])([F:33])[C:3]1[CH:4]=[C:5]([CH:26]=[C:27]([C:29]([F:32])([F:31])[F:30])[CH:28]=1)[C:6]([N:8]1[CH2:25][CH2:24][C:11]2([O:16][C:15](=[O:17])[NH:14][CH2:13][CH:12]2[C:18]2[CH:23]=[CH:22][CH:21]=[CH:20][CH:19]=2)[CH2:10][CH2:9]1)=[O:7].CN(C)C=O.[H-].[Na+].Cl[CH2:43][C:44]([N:46]([CH3:48])[CH3:47])=[O:45]. (7) Given the product [F:1][C:2]1([F:22])[CH2:5][CH:4]([CH2:6][O:7][C:8]2[C:9]3[N:10]([C:15]([C:19]([NH:57][CH:58]([CH2:63][CH2:64][CH2:65][C:66]([F:67])([F:68])[F:69])[C:59]([OH:61])([CH3:62])[CH3:60])=[O:21])=[C:16]([CH3:18])[N:17]=3)[CH:11]=[C:12]([CH3:14])[CH:13]=2)[CH2:3]1, predict the reactants needed to synthesize it. The reactants are: [F:1][C:2]1([F:22])[CH2:5][CH:4]([CH2:6][O:7][C:8]2[C:9]3[N:10]([C:15]([C:19]([OH:21])=O)=[C:16]([CH3:18])[N:17]=3)[CH:11]=[C:12]([CH3:14])[CH:13]=2)[CH2:3]1.CN(C(ON1N=NC2C=CC=NC1=2)=[N+](C)C)C.F[P-](F)(F)(F)(F)F.C(N(CC)C(C)C)(C)C.Cl.[NH2:57][CH:58]([CH2:63][CH2:64][CH2:65][C:66]([F:69])([F:68])[F:67])[C:59]([CH3:62])([OH:61])[CH3:60].